This data is from Full USPTO retrosynthesis dataset with 1.9M reactions from patents (1976-2016). The task is: Predict the reactants needed to synthesize the given product. (1) The reactants are: Cl.[N:2]1[CH:7]=[CH:6][CH:5]=[CH:4][C:3]=1[N:8]([CH2:32][CH2:33][C:34]([O:36][CH2:37][CH3:38])=[O:35])[C:9]([C:11]1[CH:31]=[CH:30][C:14]2[N:15]([CH3:29])[C:16]([CH2:18][CH2:19][C:20]3[CH:25]=[CH:24][C:23]([C:26](=[NH:28])[NH2:27])=[CH:22][CH:21]=3)=[N:17][C:13]=2[CH:12]=1)=[O:10].Cl[C:40]([O:42][CH2:43][CH2:44][CH2:45][CH2:46][CH2:47][CH3:48])=[O:41]. Given the product [N:2]1[CH:7]=[CH:6][CH:5]=[CH:4][C:3]=1[N:8]([CH2:32][CH2:33][C:34]([O:36][CH2:37][CH3:38])=[O:35])[C:9]([C:11]1[CH:31]=[CH:30][C:14]2[N:15]([CH3:29])[C:16]([CH2:18][CH2:19][C:20]3[CH:25]=[CH:24][C:23]([C:26](=[NH:27])[NH:28][C:40]([O:42][CH2:43][CH2:44][CH2:45][CH2:46][CH2:47][CH3:48])=[O:41])=[CH:22][CH:21]=3)=[N:17][C:13]=2[CH:12]=1)=[O:10], predict the reactants needed to synthesize it. (2) Given the product [F:26][C:27]([F:38])([F:37])[C:28]([N:13]([C:10]1[CH:11]=[CH:12][C:7]([O:6][C:5]2[CH:21]=[CH:22][CH:23]=[C:3]([C:2]([F:24])([F:25])[F:1])[CH:4]=2)=[CH:8][CH:9]=1)[NH:14][C:15]([O:17][CH:18]([CH3:20])[CH3:19])=[O:16])=[O:29], predict the reactants needed to synthesize it. The reactants are: [F:1][C:2]([F:25])([F:24])[C:3]1[CH:4]=[C:5]([CH:21]=[CH:22][CH:23]=1)[O:6][C:7]1[CH:12]=[CH:11][C:10]([NH:13][NH:14][C:15]([O:17][CH:18]([CH3:20])[CH3:19])=[O:16])=[CH:9][CH:8]=1.[F:26][C:27]([F:38])([F:37])[C:28](O[C:28](=[O:29])[C:27]([F:38])([F:37])[F:26])=[O:29]. (3) Given the product [N:27]1[C:19]([NH:18][C@H:16]([C:8]2[N:7]([C@@H:3]3[CH2:4][CH2:5][CH2:6][N:1]([CH2:29][C:30]([NH2:32])=[O:31])[CH2:2]3)[C:11]3[CH:12]=[CH:13][CH:14]=[CH:15][C:10]=3[N:9]=2)[CH3:17])=[C:20]2[C:24]([NH:23][CH:22]=[N:21]2)=[N:25][CH:26]=1, predict the reactants needed to synthesize it. The reactants are: [NH:1]1[CH2:6][CH2:5][CH2:4][C@@H:3]([N:7]2[C:11]3[CH:12]=[CH:13][CH:14]=[CH:15][C:10]=3[N:9]=[C:8]2[C@@H:16]([NH:18][C:19]2[N:27]=[CH:26][N:25]=[C:24]3[C:20]=2[N:21]=[CH:22][NH:23]3)[CH3:17])[CH2:2]1.Br[CH2:29][C:30]([NH2:32])=[O:31].CCN(C(C)C)C(C)C. (4) Given the product [I:2][C:3]1[NH:7][C:6]([C@@H:8]2[CH2:12][C@H:11]([CH3:13])[CH2:10][N:9]2[C:21]([C@@H:20]([NH:19][C:17](=[O:18])[O:16][CH3:15])[CH:24]([CH3:26])[CH3:25])=[O:22])=[N:5][C:4]=1[CH3:14], predict the reactants needed to synthesize it. The reactants are: Cl.[I:2][C:3]1[NH:7][C:6]([C@@H:8]2[CH2:12][C@H:11]([CH3:13])[CH2:10][NH:9]2)=[N:5][C:4]=1[CH3:14].[CH3:15][O:16][C:17]([NH:19][C@@H:20]([CH:24]([CH3:26])[CH3:25])[C:21](O)=[O:22])=[O:18].CCN(C(C)C)C(C)C.CN(C(ON1N=NC2C=CC=NC1=2)=[N+](C)C)C.F[P-](F)(F)(F)(F)F. (5) Given the product [CH2:7]([O:14][NH:15][C:1](=[O:4])[CH:2]=[CH2:3])[C:8]1[CH:13]=[CH:12][CH:11]=[CH:10][CH:9]=1, predict the reactants needed to synthesize it. The reactants are: [C:1](Cl)(=[O:4])[CH:2]=[CH2:3].Cl.[CH2:7]([O:14][NH2:15])[C:8]1[CH:13]=[CH:12][CH:11]=[CH:10][CH:9]=1.O. (6) Given the product [S:14](=[N:17][CH:18]=[O:19])(=[O:16])=[O:15].[N+:20]([CH2:24][S:11]([C:5]1[CH:6]=[CH:7][C:8]([O:9][CH3:10])=[C:3]([O:2][CH3:1])[CH:4]=1)(=[O:13])=[O:12])#[C-:21], predict the reactants needed to synthesize it. The reactants are: [CH3:1][O:2][C:3]1[CH:4]=[C:5]([S:11]([O-:13])=[O:12])[CH:6]=[CH:7][C:8]=1[O:9][CH3:10].[S:14](=[N:17][CH:18]=[O:19])(=[O:16])=[O:15].[NH:20]([CH:24](C)C)[CH:21](C)C. (7) Given the product [Br:21][C:4]1[C:3]([O:2][CH3:1])=[C:12]([CH3:13])[CH:11]=[C:10]2[C:5]=1[CH:6]=[CH:7][CH:8]=[N:9]2, predict the reactants needed to synthesize it. The reactants are: [CH3:1][O:2][C:3]1[CH:4]=[C:5]2[C:10](=[CH:11][C:12]=1[CH3:13])[N:9]=[CH:8][CH:7]=[CH:6]2.C1C(=O)N([Br:21])C(=O)C1.[OH-].[K+].